This data is from Catalyst prediction with 721,799 reactions and 888 catalyst types from USPTO. The task is: Predict which catalyst facilitates the given reaction. (1) Reactant: [CH:1]1([O:6][C:7](=[O:28])[C@@H:8]([NH:15][S:16]([C:19]2[CH:24]=[CH:23][C:22]([N+:25]([O-])=O)=[CH:21][CH:20]=2)(=[O:18])=[O:17])[C:9]2[CH:14]=[CH:13][CH:12]=[CH:11][CH:10]=2)[CH2:5][CH2:4][CH2:3][CH2:2]1. Product: [CH:1]1([O:6][C:7](=[O:28])[C@@H:8]([NH:15][S:16]([C:19]2[CH:20]=[CH:21][C:22]([NH2:25])=[CH:23][CH:24]=2)(=[O:17])=[O:18])[C:9]2[CH:14]=[CH:13][CH:12]=[CH:11][CH:10]=2)[CH2:2][CH2:3][CH2:4][CH2:5]1. The catalyst class is: 99. (2) Reactant: [CH3:1][CH:2]1[NH:7][CH:6]([CH3:8])[CH2:5][N:4]([C:9]([C:11]2([C:17]3[CH:22]=[CH:21][CH:20]=[CH:19][CH:18]=3)[CH2:16][CH2:15][NH:14][CH2:13][CH2:12]2)=[O:10])[CH2:3]1.[C:23]1([CH:29]([C:34]2[CH:39]=[CH:38][CH:37]=[CH:36][CH:35]=2)[CH2:30][C:31](O)=[O:32])[CH:28]=[CH:27][CH:26]=[CH:25][CH:24]=1.C(Cl)CCl. Product: [CH3:8][CH:6]1[NH:7][CH:2]([CH3:1])[CH2:3][N:4]([C:9]([C:11]2([C:17]3[CH:18]=[CH:19][CH:20]=[CH:21][CH:22]=3)[CH2:12][CH2:13][N:14]([C:31](=[O:32])[CH2:30][CH:29]([C:23]3[CH:28]=[CH:27][CH:26]=[CH:25][CH:24]=3)[C:34]3[CH:39]=[CH:38][CH:37]=[CH:36][CH:35]=3)[CH2:15][CH2:16]2)=[O:10])[CH2:5]1. The catalyst class is: 64. (3) Reactant: C(OC(=O)[NH:7][C:8]1[CH:13]=[C:12]([N:14]([CH3:16])[CH3:15])[C:11]([C:17]#[N:18])=[CH:10][C:9]=1[NH:19][C:20](=[O:43])[CH2:21][C:22](=O)[C:23]1[CH:28]=[CH:27][CH:26]=[C:25]([N:29]2[C:33]([CH2:34][O:35]C3CCCCO3)=[CH:32][N:31]=[N:30]2)[CH:24]=1)(C)(C)C.C(O)(C(F)(F)F)=O. Product: [CH3:15][N:14]([CH3:16])[C:12]1[C:11]([C:17]#[N:18])=[CH:10][C:9]2[NH:19][C:20](=[O:43])[CH2:21][C:22]([C:23]3[CH:28]=[CH:27][CH:26]=[C:25]([N:29]4[C:33]([CH2:34][OH:35])=[CH:32][N:31]=[N:30]4)[CH:24]=3)=[N:7][C:8]=2[CH:13]=1. The catalyst class is: 2. (4) The catalyst class is: 90. Reactant: [NH2:1][CH:2]([C:6]1[CH:11]=[CH:10][CH:9]=[CH:8][CH:7]=1)[C:3]([OH:5])=[O:4].[C:12]1([C:29]2[CH:34]=[CH:33][CH:32]=[CH:31][CH:30]=2)[CH:17]=[CH:16][C:15]([S:18]([N:21]2[CH2:25][CH2:24][S:23][CH:22]2[C:26](Cl)=[O:27])(=[O:20])=[O:19])=[CH:14][CH:13]=1. Product: [C:12]1([C:29]2[CH:30]=[CH:31][CH:32]=[CH:33][CH:34]=2)[CH:17]=[CH:16][C:15]([S:18]([N:21]2[CH2:25][CH2:24][S:23][CH:22]2[C:26]([NH:1][CH:2]([C:6]2[CH:11]=[CH:10][CH:9]=[CH:8][CH:7]=2)[C:3]([OH:5])=[O:4])=[O:27])(=[O:20])=[O:19])=[CH:14][CH:13]=1. (5) Reactant: [CH2:1]([O:3][C:4]([C:6]1[CH:10]2[CH2:11][N:12]([C:15](=[O:17])[CH3:16])[CH2:13][CH2:14][C:9]2(N2CCCC2)[O:8][N:7]=1)=[O:5])[CH3:2].FC(F)(F)C(O)=O.O. Product: [CH2:1]([O:3][C:4]([C:6]1[C:10]2[CH2:11][N:12]([C:15](=[O:17])[CH3:16])[CH2:13][CH2:14][C:9]=2[O:8][N:7]=1)=[O:5])[CH3:2]. The catalyst class is: 2. (6) Reactant: [OH:1][C:2]1[CH:11]=[C:10]([O:12]COC)[C:9]([CH2:16][CH:17]=[C:18]([CH3:20])[CH3:19])=[C:8]2[C:3]=1[C:4](=[O:33])[C:5]([O:31][CH3:32])=[C:6]([C:21]1[CH:26]=[CH:25][C:24]([O:27][CH3:28])=[C:23]([O:29][CH3:30])[CH:22]=1)[O:7]2.Cl. Product: [OH:1][C:2]1[CH:11]=[C:10]([OH:12])[C:9]([CH2:16][CH:17]=[C:18]([CH3:20])[CH3:19])=[C:8]2[C:3]=1[C:4](=[O:33])[C:5]([O:31][CH3:32])=[C:6]([C:21]1[CH:26]=[CH:25][C:24]([O:27][CH3:28])=[C:23]([O:29][CH3:30])[CH:22]=1)[O:7]2. The catalyst class is: 32.